From a dataset of Full USPTO retrosynthesis dataset with 1.9M reactions from patents (1976-2016). Predict the reactants needed to synthesize the given product. Given the product [CH3:1][C:2]1([C:18]([O:20][CH2:21][CH3:22])=[O:19])[CH2:7][CH2:6][NH:5][CH2:4][CH2:3]1, predict the reactants needed to synthesize it. The reactants are: [CH3:1][C:2]1([C:18]([O:20][CH2:21][CH3:22])=[O:19])[CH2:7][CH2:6][N:5](C(OCC2C=CC=CC=2)=O)[CH2:4][CH2:3]1.[H][H].